This data is from Full USPTO retrosynthesis dataset with 1.9M reactions from patents (1976-2016). The task is: Predict the reactants needed to synthesize the given product. (1) The reactants are: [CH2:1]([O:8][C:9](=[O:19])[NH:10][CH2:11][CH2:12][CH2:13][C@H:14]([NH2:18])[C:15](=O)[NH2:16])[C:2]1[CH:7]=[CH:6][CH:5]=[CH:4][CH:3]=1.B. Given the product [CH2:1]([O:8][C:9](=[O:19])[NH:10][CH2:11][CH2:12][CH2:13][C@H:14]([NH2:18])[CH2:15][NH2:16])[C:2]1[CH:3]=[CH:4][CH:5]=[CH:6][CH:7]=1, predict the reactants needed to synthesize it. (2) The reactants are: CC(C)=[O:3].OS(O)(=O)=O.O=[Cr](=O)=O.[CH2:14]1[O:24][C:23]2[C:16](=[C:17]([CH:20]=[CH:21][CH:22]=2)[CH:18]=[O:19])[O:15]1. Given the product [CH2:14]1[O:24][C:23]2[C:16](=[C:17]([CH:20]=[CH:21][CH:22]=2)[C:18]([OH:3])=[O:19])[O:15]1, predict the reactants needed to synthesize it. (3) Given the product [CH3:16][C:11]1([CH3:17])[C:12]2[NH:13][C:14]3[C:6](=[CH:5][CH:4]=[C:3]([C:1]#[N:2])[CH:15]=3)[C:7]=2[C:8](=[O:30])[C:9]2[CH:21]=[CH:20][C:19]([N:31]3[CH2:36][CH2:35][CH:34]([N:37]4[CH2:42][CH2:41][O:40][CH2:39][CH2:38]4)[CH2:33][CH2:32]3)=[CH:18][C:10]1=2, predict the reactants needed to synthesize it. The reactants are: [C:1]([C:3]1[CH:15]=[C:14]2[C:6]([C:7]3[C:8](=[O:30])[C:9]4[CH:21]=[CH:20][C:19](OS(C(F)(F)F)(=O)=O)=[CH:18][C:10]=4[C:11]([CH3:17])([CH3:16])[C:12]=3[NH:13]2)=[CH:5][CH:4]=1)#[N:2].[NH:31]1[CH2:36][CH2:35][CH:34]([N:37]2[CH2:42][CH2:41][O:40][CH2:39][CH2:38]2)[CH2:33][CH2:32]1.